Dataset: Forward reaction prediction with 1.9M reactions from USPTO patents (1976-2016). Task: Predict the product of the given reaction. (1) The product is: [C:1]([C:5]1[N:6]=[C:7]([N:22]2[CH2:27][CH2:26][C@H:24]([F:51])[CH2:23]2)[C:8]2[N:13]=[N:12][N:11]([CH2:14][C:15]3[CH:20]=[CH:19][CH:18]=[CH:17][C:16]=3[Cl:21])[C:9]=2[N:10]=1)([CH3:4])([CH3:3])[CH3:2]. Given the reactants [C:1]([C:5]1[N:6]=[C:7]([N:22]2[CH2:27][CH2:26]O[CH2:24][CH2:23]2)[C:8]2[N:13]=[N:12][N:11]([CH2:14][C:15]3[CH:20]=[CH:19][CH:18]=[CH:17][C:16]=3[Cl:21])[C:9]=2[N:10]=1)([CH3:4])([CH3:3])[CH3:2].C(C1N=C(Cl)C2N=NN(CC3C=CC=CC=3Cl)C=2N=1)(C)(C)C.Cl.[F:51][C@H]1CCNC1, predict the reaction product. (2) Given the reactants [F:1][C:2]1[CH:7]=[C:6]([F:8])[CH:5]=[CH:4][C:3]=1[C:9]1[C:14]([CH3:15])=[CH:13][C:12]([N+:16]([O-])=O)=[CH:11][N:10]=1, predict the reaction product. The product is: [F:1][C:2]1[CH:7]=[C:6]([F:8])[CH:5]=[CH:4][C:3]=1[C:9]1[N:10]=[CH:11][C:12]([NH2:16])=[CH:13][C:14]=1[CH3:15].